Dataset: Reaction yield outcomes from USPTO patents with 853,638 reactions. Task: Predict the reaction yield, written as a fraction of the theoretical maximum amount of product (1.0 means a 100% yield; for example, 0.34 means a 34% yield). (1) The yield is 0.860. The catalyst is [Pd].CO.O1CCOCC1. The product is [C:6]([C:5]1[CH:4]=[C:3]([CH:11]=[CH:10][CH:9]=1)[CH2:1][NH:2][C:13](=[O:14])[O:15][C:16]([CH3:19])([CH3:18])[CH3:17])([OH:8])=[O:7]. The reactants are [C:1]([C:3]1[CH:4]=[C:5]([CH:9]=[CH:10][CH:11]=1)[C:6]([OH:8])=[O:7])#[N:2].Cl.[C:13](O[C:13]([O:15][C:16]([CH3:19])([CH3:18])[CH3:17])=[O:14])([O:15][C:16]([CH3:19])([CH3:18])[CH3:17])=[O:14]. (2) The reactants are [O:1]1[C:5]2[C:6]([C:10]([CH3:19])([CH3:18])[CH2:11][C:12](=[O:17])C(F)(F)F)=[CH:7][CH:8]=[CH:9][C:4]=2[CH2:3][CH2:2]1.[OH-:20].[Na+].Cl. The catalyst is C(OCC)(=O)C. The product is [O:1]1[C:5]2[C:6]([C:10]([CH3:19])([CH3:18])[CH2:11][C:12]([OH:17])=[O:20])=[CH:7][CH:8]=[CH:9][C:4]=2[CH2:3][CH2:2]1. The yield is 0.990. (3) The reactants are [C:1]([CH2:3][C:4]1[C:9]([CH2:10][CH:11]2[CH2:13][CH2:12]2)=[C:8]([C:14]([C:16]2[CH:17]=[C:18]([CH:21]=[C:22]([CH3:24])[CH:23]=2)[C:19]#[N:20])=[O:15])[C:7]([CH:25]([CH3:27])[CH3:26])=[C:6]([O:28]C)[N:5]=1)#[N:2].C(Br)(=O)C.CO. The catalyst is C(#N)C. The product is [C:1]([CH2:3][C:4]1[NH:5][C:6](=[O:28])[C:7]([CH:25]([CH3:27])[CH3:26])=[C:8]([C:14]([C:16]2[CH:17]=[C:18]([CH:21]=[C:22]([CH3:24])[CH:23]=2)[C:19]#[N:20])=[O:15])[C:9]=1[CH2:10][CH:11]1[CH2:12][CH2:13]1)#[N:2]. The yield is 0.650.